Dataset: Merck oncology drug combination screen with 23,052 pairs across 39 cell lines. Task: Regression. Given two drug SMILES strings and cell line genomic features, predict the synergy score measuring deviation from expected non-interaction effect. (1) Drug 1: N.N.O=C(O)C1(C(=O)O)CCC1.[Pt]. Drug 2: Cn1nnc2c(C(N)=O)ncn2c1=O. Cell line: UACC62. Synergy scores: synergy=-12.0. (2) Drug 1: CN1C(=O)C=CC2(C)C3CCC4(C)C(NC(=O)OCC(F)(F)F)CCC4C3CCC12. Drug 2: CCc1cnn2c(NCc3ccc[n+]([O-])c3)cc(N3CCCCC3CCO)nc12. Cell line: OVCAR3. Synergy scores: synergy=12.6. (3) Drug 1: CN(Cc1cnc2nc(N)nc(N)c2n1)c1ccc(C(=O)NC(CCC(=O)O)C(=O)O)cc1. Drug 2: COC1CC2CCC(C)C(O)(O2)C(=O)C(=O)N2CCCCC2C(=O)OC(C(C)CC2CCC(OP(C)(C)=O)C(OC)C2)CC(=O)C(C)C=C(C)C(O)C(OC)C(=O)C(C)CC(C)C=CC=CC=C1C. Cell line: CAOV3. Synergy scores: synergy=-2.14. (4) Drug 1: O=c1[nH]cc(F)c(=O)[nH]1. Drug 2: CS(=O)(=O)CCNCc1ccc(-c2ccc3ncnc(Nc4ccc(OCc5cccc(F)c5)c(Cl)c4)c3c2)o1. Cell line: NCIH520. Synergy scores: synergy=-7.26. (5) Drug 1: CCC1=CC2CN(C1)Cc1c([nH]c3ccccc13)C(C(=O)OC)(c1cc3c(cc1OC)N(C)C1C(O)(C(=O)OC)C(OC(C)=O)C4(CC)C=CCN5CCC31C54)C2. Drug 2: CC1(c2nc3c(C(N)=O)cccc3[nH]2)CCCN1. Cell line: DLD1. Synergy scores: synergy=-1.22. (6) Drug 1: O=P1(N(CCCl)CCCl)NCCCO1. Drug 2: C#Cc1cccc(Nc2ncnc3cc(OCCOC)c(OCCOC)cc23)c1. Cell line: A2058. Synergy scores: synergy=-2.48. (7) Drug 1: O=C(NOCC(O)CO)c1ccc(F)c(F)c1Nc1ccc(I)cc1F. Drug 2: COC1CC2CCC(C)C(O)(O2)C(=O)C(=O)N2CCCCC2C(=O)OC(C(C)CC2CCC(OP(C)(C)=O)C(OC)C2)CC(=O)C(C)C=C(C)C(O)C(OC)C(=O)C(C)CC(C)C=CC=CC=C1C. Cell line: LOVO. Synergy scores: synergy=22.1.